From a dataset of Retrosynthesis with 50K atom-mapped reactions and 10 reaction types from USPTO. Predict the reactants needed to synthesize the given product. (1) Given the product O=C1c2ccccc2C(=O)N1CCOc1cccc2c1CCC2, predict the reactants needed to synthesize it. The reactants are: BrCCOc1cccc2c1CCC2.O=C1NC(=O)c2ccccc21. (2) Given the product Fc1cccc([C@H]2CC(F)(F)CN2c2ccc3nccn3n2)c1, predict the reactants needed to synthesize it. The reactants are: Clc1ccc2nccn2n1.Fc1cccc([C@H]2CC(F)(F)CN2)c1. (3) Given the product CCOC(=O)C(=O)C(Br)C1CC1, predict the reactants needed to synthesize it. The reactants are: CCOC(=O)C(=O)CC1CC1.O=C1CCC(=O)N1Br. (4) The reactants are: COC(=O)[C@H](CNC(=O)c1cccc(C)c1)NC(=O)c1c(C)nc(NCCCc2cccc(O)c2)nc1C. Given the product Cc1cccc(C(=O)NC[C@H](NC(=O)c2c(C)nc(NCCCc3cccc(O)c3)nc2C)C(=O)O)c1, predict the reactants needed to synthesize it. (5) Given the product CC(C)c1ccn(-c2ccc(C(F)(F)F)cn2)n1, predict the reactants needed to synthesize it. The reactants are: CC(C)c1cc[nH]n1.FC(F)(F)c1ccc(Cl)nc1.